Dataset: Catalyst prediction with 721,799 reactions and 888 catalyst types from USPTO. Task: Predict which catalyst facilitates the given reaction. Reactant: [CH3:1][CH:2]1[NH:6][C:5](=[O:7])[CH2:4][CH2:3]1.I[C:9]1[CH:10]=[C:11]([CH:13]=[CH:14][CH:15]=1)[NH2:12].C(=O)([O-])[O-].[Cs+].[Cs+]. Product: [NH2:12][C:11]1[CH:10]=[C:9]([N:6]2[CH:2]([CH3:1])[CH2:3][CH2:4][C:5]2=[O:7])[CH:15]=[CH:14][CH:13]=1. The catalyst class is: 185.